Dataset: NCI-60 drug combinations with 297,098 pairs across 59 cell lines. Task: Regression. Given two drug SMILES strings and cell line genomic features, predict the synergy score measuring deviation from expected non-interaction effect. Drug 1: C1CCN(CC1)CCOC2=CC=C(C=C2)C(=O)C3=C(SC4=C3C=CC(=C4)O)C5=CC=C(C=C5)O. Drug 2: C(=O)(N)NO. Cell line: RPMI-8226. Synergy scores: CSS=15.3, Synergy_ZIP=0.268, Synergy_Bliss=5.83, Synergy_Loewe=-3.10, Synergy_HSA=-1.76.